From a dataset of Full USPTO retrosynthesis dataset with 1.9M reactions from patents (1976-2016). Predict the reactants needed to synthesize the given product. (1) Given the product [CH2:1]([O:3][C:4](=[O:17])[CH:5]([C:7]1[C:12]([F:13])=[CH:11][C:10]([O:14][CH3:15])=[CH:9][C:8]=1[F:16])[O:6][CH2:18][CH3:19])[CH3:2], predict the reactants needed to synthesize it. The reactants are: [CH2:1]([O:3][C:4](=[O:17])[CH:5]([C:7]1[C:12]([F:13])=[CH:11][C:10]([O:14][CH3:15])=[CH:9][C:8]=1[F:16])[OH:6])[CH3:2].[CH2:18](I)[CH3:19]. (2) Given the product [CH:1]1([C@@H:4]2[CH2:5][N:6]([C:17]3[N:18]=[CH:19][C:20]4[O:21][CH2:22][C:23](=[O:27])[NH:24][C:25]=4[N:26]=3)[C@H:7]([C:10]3[CH:15]=[CH:14][CH:13]=[CH:12][CH:11]=3)[CH2:8][O:9]2)[CH2:3][CH2:2]1, predict the reactants needed to synthesize it. The reactants are: [CH:1]1([C@H:4]2[O:9][CH2:8][C@@H:7]([C:10]3[CH:15]=[CH:14][CH:13]=[CH:12][CH:11]=3)[NH:6][CH2:5]2)[CH2:3][CH2:2]1.Cl[C:17]1[N:18]=[CH:19][C:20]2[O:21][CH2:22][C:23](=[O:27])[NH:24][C:25]=2[N:26]=1. (3) Given the product [F:50][C:38]([F:37])([F:51])[C:39]1[CH:40]=[C:41]([C:45]([N:47]=[C:48]=[S:49])=[O:46])[CH:42]=[CH:43][CH:44]=1.[Cl:14][C:15]1[CH:16]=[C:17]([NH:18][C:48]([NH:47][C:45](=[O:46])[C:41]2[CH:42]=[CH:43][CH:44]=[C:39]([C:38]([F:37])([F:51])[F:50])[CH:40]=2)=[S:49])[CH:19]=[CH:20][C:21]=1[O:22][C:23]1[C:32]2[C:27](=[CH:28][C:29]([O:35][CH3:36])=[C:30]([O:33][CH3:34])[CH:31]=2)[N:26]=[CH:25][CH:24]=1, predict the reactants needed to synthesize it. The reactants are: FC(F)(F)C1C=C(C(Cl)=O)C=CC=1.[Cl:14][C:15]1[CH:16]=[C:17]([CH:19]=[CH:20][C:21]=1[O:22][C:23]1[C:32]2[C:27](=[CH:28][C:29]([O:35][CH3:36])=[C:30]([O:33][CH3:34])[CH:31]=2)[N:26]=[CH:25][CH:24]=1)[NH2:18].[F:37][C:38]([F:51])([F:50])[C:39]1[CH:40]=[C:41]([C:45]([N:47]=[C:48]=[S:49])=[O:46])[CH:42]=[CH:43][CH:44]=1. (4) The reactants are: [C:1]([C:3]1[C:8]([F:9])=[CH:7][C:6]([CH:10](C(OC(C)(C)C)=O)[C:11]([O:13]C(C)(C)C)=[O:12])=[C:5]([F:25])[CH:4]=1)#[N:2].FC(F)(F)C(O)=O. Given the product [C:1]([C:3]1[C:8]([F:9])=[CH:7][C:6]([CH2:10][C:11]([OH:13])=[O:12])=[C:5]([F:25])[CH:4]=1)#[N:2], predict the reactants needed to synthesize it. (5) Given the product [Cl:1][C:2]1[CH:7]=[C:6]([N+:8]([O-:10])=[O:9])[C:5]([O:11][CH3:12])=[CH:4][C:3]=1[C:13]([OH:15])=[O:20], predict the reactants needed to synthesize it. The reactants are: [Cl:1][C:2]1[CH:7]=[C:6]([N+:8]([O-:10])=[O:9])[C:5]([O:11][CH3:12])=[CH:4][C:3]=1[CH3:13].[Mn]([O-])(=O)(=O)=[O:15].[K+].[OH2:20].